This data is from Catalyst prediction with 721,799 reactions and 888 catalyst types from USPTO. The task is: Predict which catalyst facilitates the given reaction. Reactant: C(O)=O.[C:4](=[O:11])([O:6][C:7]([CH3:10])([CH3:9])[CH3:8])[NH2:5].[Br:12][C:13]1[CH:20]=[C:19]([C:21]#[N:22])[CH:18]=[CH:17][C:14]=1[CH:15]=O.[C:23]1([S:29]([O-:31])=[O:30])[CH:28]=[CH:27][CH:26]=[CH:25][CH:24]=1.[Na+]. Product: [C:7]([O:6][C:4](=[O:11])[NH:5][CH:15]([S:29]([C:23]1[CH:28]=[CH:27][CH:26]=[CH:25][CH:24]=1)(=[O:31])=[O:30])[C:14]1[CH:17]=[CH:18][C:19]([C:21]#[N:22])=[CH:20][C:13]=1[Br:12])([CH3:10])([CH3:9])[CH3:8]. The catalyst class is: 20.